This data is from Forward reaction prediction with 1.9M reactions from USPTO patents (1976-2016). The task is: Predict the product of the given reaction. Given the reactants C1(P(C2C=CC=CC=2)C2C=CC=CC=2)C=CC=CC=1.[C:20]([O:24][C:25]([N:27]1[CH2:32][CH2:31][CH:30]([CH2:33][CH2:34][C:35]([N:37]2[CH2:42][CH2:41][CH2:40][C@@H:39]([C:43](=[O:58])[NH:44][C@H:45]([C:51]3[CH:52]=[N:53][CH:54]=[C:55]([OH:57])[CH:56]=3)[CH2:46][C:47]([O:49][CH3:50])=[O:48])[CH2:38]2)=[O:36])[CH2:29][CH2:28]1)=[O:26])([CH3:23])([CH3:22])[CH3:21].[F:59][C:60]1[CH:67]=[CH:66][C:65]([CH2:68]O)=[CH:64][C:61]=1[C:62]#[N:63].N(C(OC(C)C)=O)=NC(OC(C)C)=O, predict the reaction product. The product is: [C:62]([C:61]1[CH:64]=[C:65]([CH:66]=[CH:67][C:60]=1[F:59])[CH2:68][O:57][C:55]1[CH:56]=[C:51]([C@@H:45]([NH:44][C:43]([C@@H:39]2[CH2:40][CH2:41][CH2:42][N:37]([C:35](=[O:36])[CH2:34][CH2:33][CH:30]3[CH2:29][CH2:28][N:27]([C:25]([O:24][C:20]([CH3:23])([CH3:21])[CH3:22])=[O:26])[CH2:32][CH2:31]3)[CH2:38]2)=[O:58])[CH2:46][C:47]([O:49][CH3:50])=[O:48])[CH:52]=[N:53][CH:54]=1)#[N:63].